Dataset: Reaction yield outcomes from USPTO patents with 853,638 reactions. Task: Predict the reaction yield, written as a fraction of the theoretical maximum amount of product (1.0 means a 100% yield; for example, 0.34 means a 34% yield). The reactants are [H-].[Na+].CO[C:5](=[O:15])[CH2:6][NH:7][C:8]([O:10][C:11]([CH3:14])([CH3:13])[CH3:12])=[O:9].[CH:16](OC)=O.Cl.[CH3:21][O:22][C:23](=[NH:25])[NH2:24]. The catalyst is CC(OC)(C)C.CO. The product is [CH3:21][O:22][C:23]1[NH:24][C:5](=[O:15])[C:6]([NH:7][C:8]([O:10][C:11]([CH3:12])([CH3:13])[CH3:14])=[O:9])=[CH:16][N:25]=1. The yield is 0.430.